This data is from Catalyst prediction with 721,799 reactions and 888 catalyst types from USPTO. The task is: Predict which catalyst facilitates the given reaction. (1) Reactant: [C:1]([Si:5]([CH3:18])([CH3:17])[O:6][C:7]1[CH:12]=[CH:11][C:10]([N+:13]([O-])=O)=[CH:9][C:8]=1[CH3:16])([CH3:4])([CH3:3])[CH3:2].[H][H]. Product: [Si:5]([O:6][C:7]1[CH:12]=[CH:11][C:10]([NH2:13])=[CH:9][C:8]=1[CH3:16])([C:1]([CH3:4])([CH3:3])[CH3:2])([CH3:17])[CH3:18]. The catalyst class is: 78. (2) Reactant: [CH3:1][O:2][C:3](=[O:34])[CH:4]([NH:15][C:16](=[O:33])[CH:17]=[C:18]1[CH2:23][CH2:22][C:21]([N:30]([CH3:32])[CH3:31])([C:24]2[CH:29]=[CH:28][CH:27]=[CH:26][CH:25]=2)[CH2:20][CH2:19]1)[CH2:5][C:6]1[C:14]2[C:9](=[CH:10][CH:11]=[CH:12][CH:13]=2)[NH:8][CH:7]=1.[Cl:35][Si](C)(C)C. Product: [ClH:35].[CH3:1][O:2][C:3](=[O:34])[CH:4]([NH:15][C:16](=[O:33])[CH:17]=[C:18]1[CH2:19][CH2:20][C:21]([N:30]([CH3:31])[CH3:32])([C:24]2[CH:29]=[CH:28][CH:27]=[CH:26][CH:25]=2)[CH2:22][CH2:23]1)[CH2:5][C:6]1[C:14]2[C:9](=[CH:10][CH:11]=[CH:12][CH:13]=2)[NH:8][CH:7]=1. The catalyst class is: 573. (3) The catalyst class is: 1. Reactant: [F:1][C:2]1[CH:3]=[C:4]([C:9]2[CH:14]=[CH:13][C:12](=[O:15])[N:11]([CH2:16][C:17]3[CH:18]=[C:19]([CH:26]=[CH:27][CH:28]=3)[C:20]([NH:22][CH2:23][CH:24]=O)=[O:21])[N:10]=2)[CH:5]=[C:6]([F:8])[CH:7]=1.COC(NS([N+](CC)(CC)CC)(=O)=O)=O.C[N+](CC(O)=O)(C)C. Product: [F:1][C:2]1[CH:3]=[C:4]([C:9]2[CH:14]=[CH:13][C:12](=[O:15])[N:11]([CH2:16][C:17]3[CH:28]=[CH:27][CH:26]=[C:19]([C:20]4[O:21][CH:24]=[CH:23][N:22]=4)[CH:18]=3)[N:10]=2)[CH:5]=[C:6]([F:8])[CH:7]=1.